This data is from Catalyst prediction with 721,799 reactions and 888 catalyst types from USPTO. The task is: Predict which catalyst facilitates the given reaction. (1) Reactant: NN.O=C1C2C(=CC=CC=2)C(=O)[N:5]1[C:14]1[C:18]2=[N:19][CH:20]=[C:21]([NH:23][C:24](=[O:48])[C@:25]([OH:47])([C@H:27]3[O:32][CH2:31][CH2:30][N:29]([C:33]4[CH:37]=[CH:36][N:35]([C:38]5[CH:43]=[CH:42][N:41]=[C:40]([O:44][CH3:45])[CH:39]=5)[N:34]=4)[C:28]3=[O:46])[CH3:26])[CH:22]=[C:17]2[O:16][N:15]=1. Product: [NH2:5][C:14]1[C:18]2=[N:19][CH:20]=[C:21]([NH:23][C:24](=[O:48])[C@:25]([OH:47])([C@H:27]3[O:32][CH2:31][CH2:30][N:29]([C:33]4[CH:37]=[CH:36][N:35]([C:38]5[CH:43]=[CH:42][N:41]=[C:40]([O:44][CH3:45])[CH:39]=5)[N:34]=4)[C:28]3=[O:46])[CH3:26])[CH:22]=[C:17]2[O:16][N:15]=1. The catalyst class is: 61. (2) Reactant: [NH2:1][C:2]1[N:9]=[CH:8][CH:7]=[CH:6][C:3]=1[CH:4]=O.[C:10]([C:15]1[CH:20]=[CH:19][CH:18]=[CH:17][CH:16]=1)(=O)[CH2:11][CH2:12][CH3:13].[OH-].[K+]. The catalyst class is: 14. Product: [CH2:12]([C:11]1[C:10]([C:15]2[CH:20]=[CH:19][CH:18]=[CH:17][CH:16]=2)=[N:1][C:2]2[C:3]([CH:4]=1)=[CH:6][CH:7]=[CH:8][N:9]=2)[CH3:13]. (3) Reactant: [F:1][C:2]1[C:3]([N+:9]([O-:11])=[O:10])=[C:4]([CH:6]=[CH:7][CH:8]=1)[NH2:5].[Br:12]N1C(=O)CCC1=O. Product: [Br:12][C:8]1[CH:7]=[CH:6][C:4]([NH2:5])=[C:3]([N+:9]([O-:11])=[O:10])[C:2]=1[F:1]. The catalyst class is: 31. (4) Reactant: Br[CH2:2][CH2:3][N:4]1[C:8]([CH2:9]Cl)=[CH:7][C:6]([N+:11]([O-:13])=[O:12])=[N:5]1.[CH3:14][O:15][CH2:16][CH2:17][NH2:18].CS(C)=O. Product: [CH3:14][O:15][CH2:16][CH2:17][N:18]1[CH2:2][CH2:3][N:4]2[N:5]=[C:6]([N+:11]([O-:13])=[O:12])[CH:7]=[C:8]2[CH2:9]1. The catalyst class is: 13. (5) The catalyst class is: 6. Product: [N:2]1([C:11]2[C:12]3[CH:19]=[CH:18][NH:17][C:13]=3[N:14]=[CH:15][N:16]=2)[CH:10]2[CH:5]([NH:6][CH2:7][CH2:8][CH2:9]2)[CH2:4][CH2:3]1. Reactant: Br.[N:2]1([C:11]2[C:12]3[CH:19]=[CH:18][NH:17][C:13]=3[N:14]=[CH:15][N:16]=2)[CH:10]2[CH:5]([NH:6][CH2:7][CH2:8][CH2:9]2)[CH2:4][CH2:3]1.CC[NH+](CC)CC.CC[NH+](CC)CC.C([O-])([O-])=O. (6) Reactant: [NH2:1][CH2:2][C@@H:3]([C:5]1[CH:10]=[CH:9][CH:8]=[CH:7][CH:6]=1)[OH:4].[CH3:11][C:12]([O:15][C:16](=O)[O:17]C(C)(C)C)([CH3:14])[CH3:13].C(N(CC)CC)C. Product: [OH:4][C@H:3]([C:5]1[CH:10]=[CH:9][CH:8]=[CH:7][CH:6]=1)[CH2:2][NH:1][C:16](=[O:17])[O:15][C:12]([CH3:14])([CH3:13])[CH3:11]. The catalyst class is: 5.